From a dataset of Reaction yield outcomes from USPTO patents with 853,638 reactions. Predict the reaction yield, written as a fraction of the theoretical maximum amount of product (1.0 means a 100% yield; for example, 0.34 means a 34% yield). (1) The reactants are [CH3:1][N:2]([CH3:21])[CH2:3][CH2:4][NH:5][CH:6]1[CH2:11][CH2:10][N:9]([C:12]2[CH:20]=[CH:19][C:15]([C:16]([OH:18])=[O:17])=[CH:14][CH:13]=2)[CH2:8][CH2:7]1.[CH3:22][C:23]([O:26][C:27](O[C:27]([O:26][C:23]([CH3:25])([CH3:24])[CH3:22])=[O:28])=[O:28])([CH3:25])[CH3:24]. The catalyst is C1COCC1.O. The product is [CH3:1][N:2]([CH3:21])[CH2:3][CH2:4][N:5]([C:27]([O:26][C:23]([CH3:25])([CH3:24])[CH3:22])=[O:28])[CH:6]1[CH2:11][CH2:10][N:9]([C:12]2[CH:13]=[CH:14][C:15]([C:16]([OH:18])=[O:17])=[CH:19][CH:20]=2)[CH2:8][CH2:7]1. The yield is 0.610. (2) The reactants are [CH:1]([C:4]1[CH:9]=[C:8]([O:10][CH3:11])[C:7]([N:12]2[CH2:17][CH2:16][NH:15][CH2:14][CH2:13]2)=[CH:6][C:5]=1[OH:18])([CH3:3])[CH3:2].C(N(CC)CC)C.[CH3:26][S:27](Cl)(=[O:29])=[O:28]. The catalyst is ClCCl. The product is [CH:1]([C:4]1[CH:9]=[C:8]([O:10][CH3:11])[C:7]([N:12]2[CH2:13][CH2:14][N:15]([S:27]([CH3:26])(=[O:29])=[O:28])[CH2:16][CH2:17]2)=[CH:6][C:5]=1[OH:18])([CH3:3])[CH3:2]. The yield is 0.160. (3) The reactants are [CH2:1]([O:3][C:4](=[O:21])[C:5]([CH:7]1[C:12](=O)[CH2:11][CH2:10][N:9]([C:14]([O:16][C:17]([CH3:20])([CH3:19])[CH3:18])=[O:15])[CH2:8]1)=O)[CH3:2].[NH2:22][NH2:23].O.C(OCC)(=O)C. The catalyst is CC(O)=O. The product is [NH:22]1[C:12]2[CH2:11][CH2:10][N:9]([C:14]([O:16][C:17]([CH3:20])([CH3:19])[CH3:18])=[O:15])[CH2:8][C:7]=2[C:5]([C:4]([O:3][CH2:1][CH3:2])=[O:21])=[N:23]1. The yield is 0.546. (4) The reactants are [C:1]12([CH2:11][O:12][C:13]([NH:15][C@@H:16]([CH2:24][NH:25]C(OC(C)(C)C)=O)[C:17]([O:19][C:20]([CH3:23])([CH3:22])[CH3:21])=[O:18])=[O:14])[CH2:10][CH:5]3[CH2:6][CH:7]([CH2:9][CH:3]([CH2:4]3)[CH2:2]1)[CH2:8]2. The catalyst is FC(F)(F)C(O)=O.ClCCl. The product is [NH2:25][CH2:24][C@H:16]([NH:15][C:13]([O:12][CH2:11][C:1]12[CH2:8][CH:7]3[CH2:6][CH:5]([CH2:4][CH:3]([CH2:9]3)[CH2:2]1)[CH2:10]2)=[O:14])[C:17]([O:19][C:20]([CH3:23])([CH3:22])[CH3:21])=[O:18]. The yield is 0.940. (5) The product is [Cl:16][C:3]1[CH:4]=[C:5]([NH:9][C:10]2[N:14]=[C:13]([NH2:15])[NH:12][N:11]=2)[CH:6]=[C:7]([F:8])[C:2]=1[C:26]1[CH:25]=[CH:24][C:23]([S:20]([CH:17]([CH3:19])[CH3:18])(=[O:22])=[O:21])=[CH:28][CH:27]=1. The catalyst is O1CCOCC1.C1C=CC([P]([Pd]([P](C2C=CC=CC=2)(C2C=CC=CC=2)C2C=CC=CC=2)([P](C2C=CC=CC=2)(C2C=CC=CC=2)C2C=CC=CC=2)[P](C2C=CC=CC=2)(C2C=CC=CC=2)C2C=CC=CC=2)(C2C=CC=CC=2)C2C=CC=CC=2)=CC=1. The reactants are Br[C:2]1[C:7]([F:8])=[CH:6][C:5]([NH:9][C:10]2[N:14]=[C:13]([NH2:15])[NH:12][N:11]=2)=[CH:4][C:3]=1[Cl:16].[CH:17]([S:20]([C:23]1[CH:28]=[CH:27][C:26](B(O)O)=[CH:25][CH:24]=1)(=[O:22])=[O:21])([CH3:19])[CH3:18].C(=O)([O-])[O-].[Na+].[Na+].O. The yield is 0.170. (6) The reactants are [CH3:1][S:2][C:3]1[CH:11]=[C:10]2[C:6]([CH:7]=[CH:8][N:9]2S(C2C=CC=CC=2)(=O)=O)=[CH:5][CH:4]=1.[Li]CCCC.[CH:26](=[O:30])[CH:27]([CH3:29])[CH3:28]. The catalyst is C1COCC1. The product is [CH3:28][CH:27]([CH3:29])[C:26]([C:8]1[NH:9][C:10]2[C:6]([CH:7]=1)=[CH:5][CH:4]=[C:3]([S:2][CH3:1])[CH:11]=2)=[O:30]. The yield is 0.643. (7) The reactants are [Cl:1][C:2]1[CH:3]=[C:4]([CH:8]=[CH:9][C:10]=1[N:11]([CH2:28][CH2:29][OH:30])[C:12]([C:14]1[S:27][C:17]2[C:18]3[CH:26]=[CH:25][CH:24]=[CH:23][C:19]=3[O:20][CH2:21][CH2:22][C:16]=2[CH:15]=1)=[O:13])[C:5](O)=[O:6].[CH3:31][NH:32][CH3:33]. No catalyst specified. The product is [Cl:1][C:2]1[CH:3]=[C:4]([C:5](=[O:6])[N:32]([CH3:33])[CH3:31])[CH:8]=[CH:9][C:10]=1[N:11]([CH2:28][CH2:29][OH:30])[C:12]([C:14]1[S:27][C:17]2[C:18]3[CH:26]=[CH:25][CH:24]=[CH:23][C:19]=3[O:20][CH2:21][CH2:22][C:16]=2[CH:15]=1)=[O:13]. The yield is 0.500.